Predict the reaction yield, written as a fraction of the theoretical maximum amount of product (1.0 means a 100% yield; for example, 0.34 means a 34% yield). From a dataset of Reaction yield outcomes from USPTO patents with 853,638 reactions. (1) The reactants are Br[C:2]1[CH:14]=[C:13]2[C:5]([C:6]3[C:7](=[O:30])[C:8]4[CH:20]=[CH:19][C:18]([O:21][CH2:22][C@H:23]5[CH2:27][O:26]C(C)(C)[O:24]5)=[CH:17][C:9]=4[C:10]([CH3:16])([CH3:15])[C:11]=3[NH:12]2)=[CH:4][CH:3]=1.[CH3:31][S-:32].[Na+].CC1(C)C2C(=C(P(C3C=CC=CC=3)C3C=CC=CC=3)C=CC=2)OC2C(P(C3C=CC=CC=3)C3C=CC=CC=3)=CC=CC1=2.C([O-])(O)=O.[Na+]. The catalyst is CC(N(C)C)=O.C(OCC)C.C1C=CC(/C=C/C(/C=C/C2C=CC=CC=2)=O)=CC=1.C1C=CC(/C=C/C(/C=C/C2C=CC=CC=2)=O)=CC=1.C1C=CC(/C=C/C(/C=C/C2C=CC=CC=2)=O)=CC=1.[Pd].[Pd]. The product is [OH:24][C@H:23]([CH2:27][OH:26])[CH2:22][O:21][C:18]1[CH:19]=[CH:20][C:8]2[C:7](=[O:30])[C:6]3[C:5]4[C:13](=[CH:14][C:2]([S:32][CH3:31])=[CH:3][CH:4]=4)[NH:12][C:11]=3[C:10]([CH3:15])([CH3:16])[C:9]=2[CH:17]=1. The yield is 0.390. (2) The reactants are C(OC([N:8]1[CH2:13][CH2:12][CH:11]([N:14]([C:20]2[CH:25]=[CH:24][C:23]([O:26][CH2:27][C:28]3[CH:33]=[CH:32][C:31]([F:34])=[CH:30][CH:29]=3)=[CH:22][CH:21]=2)[CH2:15][CH2:16][CH:17]([CH3:19])[CH3:18])[CH2:10][CH2:9]1)=O)(C)(C)C.C(O)(C(F)(F)F)=O. The catalyst is C(Cl)Cl. The product is [F:34][C:31]1[CH:32]=[CH:33][C:28]([CH2:27][O:26][C:23]2[CH:22]=[CH:21][C:20]([N:14]([CH2:15][CH2:16][CH:17]([CH3:18])[CH3:19])[CH:11]3[CH2:10][CH2:9][NH:8][CH2:13][CH2:12]3)=[CH:25][CH:24]=2)=[CH:29][CH:30]=1. The yield is 0.740. (3) The reactants are C(N(CC)CC)C.[C:8]1([CH3:18])[CH:13]=[CH:12][C:11]([S:14](Cl)(=[O:16])=[O:15])=[CH:10][CH:9]=1.Cl.CN(C)C.[CH3:24][C:25]([CH2:31][CH2:32][CH2:33][CH:34]([CH3:46])[CH2:35][CH2:36][CH2:37][CH:38]([CH3:45])[CH2:39][CH2:40][CH2:41][CH:42]([CH3:44])[CH3:43])=[CH:26][CH2:27][CH2:28][CH2:29][OH:30].CN(C)CCCN. The catalyst is C(Cl)Cl.CCCCCC.C(OCC)(=O)C. The product is [CH3:24][C:25]([CH2:31][CH2:32][CH2:33][CH:34]([CH3:46])[CH2:35][CH2:36][CH2:37][CH:38]([CH3:45])[CH2:39][CH2:40][CH2:41][CH:42]([CH3:44])[CH3:43])=[CH:26][CH2:27][CH2:28][CH2:29][O:30][S:14]([C:11]1[CH:12]=[CH:13][C:8]([CH3:18])=[CH:9][CH:10]=1)(=[O:16])=[O:15]. The yield is 0.930. (4) The reactants are [Mg].C1COCC1.Br[CH2:8][CH:9]1[CH2:14][CH:13]2[CH2:15][CH:10]1[CH:11]=[CH:12]2.Br[CH2:17][CH2:18][CH2:19][CH2:20][CH2:21][CH2:22][CH2:23][CH3:24]. The catalyst is CCOCC. The product is [CH2:8]([CH:9]1[CH2:14][CH:13]2[CH2:15][CH:10]1[CH:11]=[CH:12]2)[CH2:17][CH2:18][CH2:19][CH2:20][CH2:21][CH2:22][CH2:23][CH3:24]. The yield is 0.690. (5) The reactants are [CH3:1][CH:2]([C:11]1[CH:16]=[CH:15][C:14]([CH2:17][CH2:18][CH2:19][NH:20]C(OCC2C=CC=CC=2)=O)=[CH:13][CH:12]=1)[CH2:3][NH:4][S:5]([CH:8]([CH3:10])[CH3:9])(=[O:7])=[O:6].[CH:31]([S:34](Cl)(=[O:36])=[O:35])([CH3:33])[CH3:32].C1CCN2C(=NCCC2)CC1. No catalyst specified. The product is [CH3:10][CH:8]([S:5]([NH:4][CH2:3][CH:2]([C:11]1[CH:12]=[CH:13][C:14]([CH2:17][CH2:18][CH2:19][NH:20][S:34]([CH:31]([CH3:33])[CH3:32])(=[O:36])=[O:35])=[CH:15][CH:16]=1)[CH3:1])(=[O:6])=[O:7])[CH3:9]. The yield is 0.420.